Dataset: Peptide-MHC class I binding affinity with 185,985 pairs from IEDB/IMGT. Task: Regression. Given a peptide amino acid sequence and an MHC pseudo amino acid sequence, predict their binding affinity value. This is MHC class I binding data. (1) The peptide sequence is IINDKGKQY. The MHC is HLA-A11:01 with pseudo-sequence HLA-A11:01. The binding affinity (normalized) is 0.165. (2) The peptide sequence is FWSAIFFTT. The MHC is HLA-A26:01 with pseudo-sequence HLA-A26:01. The binding affinity (normalized) is 0. (3) The peptide sequence is RSNDTELNY. The MHC is HLA-B48:01 with pseudo-sequence HLA-B48:01. The binding affinity (normalized) is 0.0847. (4) The binding affinity (normalized) is 0.745. The MHC is HLA-B57:01 with pseudo-sequence HLA-B57:01. The peptide sequence is ISYGGGWKL. (5) The peptide sequence is YVRGYLRGY. The MHC is HLA-B27:05 with pseudo-sequence HLA-B27:05. The binding affinity (normalized) is 0.0847. (6) The peptide sequence is IPYLGKREDL. The MHC is HLA-B08:01 with pseudo-sequence HLA-B08:01. The binding affinity (normalized) is 0.384. (7) The peptide sequence is SFYYIWKSYV. The MHC is HLA-B18:01 with pseudo-sequence HLA-B18:01. The binding affinity (normalized) is 0. (8) The peptide sequence is YRYLCLIQ. The MHC is Mamu-B08 with pseudo-sequence Mamu-B08. The binding affinity (normalized) is 0.123. (9) The peptide sequence is RQWGMGFLL. The MHC is HLA-B45:06 with pseudo-sequence HLA-B45:06. The binding affinity (normalized) is 0.213.